From a dataset of Catalyst prediction with 721,799 reactions and 888 catalyst types from USPTO. Predict which catalyst facilitates the given reaction. (1) The catalyst class is: 4. Product: [CH3:16][C:14]1([CH3:13])[NH:15][C:2](=[O:4])[N:19]([C:20]2[CH:21]=[N:22][C:23]([O:26][C:27]3[CH:36]=[CH:35][CH:34]=[C:33]4[C:28]=3[CH2:29][CH:30]([CH3:37])[CH2:31][O:32]4)=[CH:24][CH:25]=2)[C:17]1=[O:18]. Reactant: Cl[C:2](Cl)([O:4]C(=O)OC(Cl)(Cl)Cl)Cl.[CH3:13][C:14]([C:17]([NH:19][C:20]1[CH:21]=[N:22][C:23]([O:26][C:27]2[CH:36]=[CH:35][CH:34]=[C:33]3[C:28]=2[CH2:29][CH:30]([CH3:37])[CH2:31][O:32]3)=[CH:24][CH:25]=1)=[O:18])([CH3:16])[NH2:15]. (2) Reactant: [CH:1]([C:4]1[N:8]2[CH:9]=[C:10]([S:13][C@H:14]3[C:22]4[C:17](=[CH:18][CH:19]=[CH:20][CH:21]=4)[C@H:16]([N:23]4C(=O)C5C(=CC=CC=5)C4=O)[CH2:15]3)[CH:11]=[CH:12][C:7]2=[N:6][N:5]=1)([CH3:3])[CH3:2].O.NN. Product: [CH:1]([C:4]1[N:8]2[CH:9]=[C:10]([S:13][C@H:14]3[C:22]4[C:17](=[CH:18][CH:19]=[CH:20][CH:21]=4)[C@H:16]([NH2:23])[CH2:15]3)[CH:11]=[CH:12][C:7]2=[N:6][N:5]=1)([CH3:3])[CH3:2]. The catalyst class is: 5. (3) Reactant: [CH3:1][C:2]1[N:3]([C:8]2[CH:12]=[CH:11][N:10]([CH2:13][CH2:14][O:15][C:16]3[CH:22]=[CH:21][C:19]([NH2:20])=[CH:18][CH:17]=3)[N:9]=2)[C:4]([CH3:7])=[CH:5][CH:6]=1.C(N(CC)CC)C.[F:30][C:31]([F:48])([F:47])[C:32]1[CH:37]=[CH:36][C:35]([C:38]2[C:39]([C:44](Cl)=[O:45])=[CH:40][CH:41]=[CH:42][CH:43]=2)=[CH:34][CH:33]=1.O. Product: [CH3:7][C:4]1[N:3]([C:8]2[CH:12]=[CH:11][N:10]([CH2:13][CH2:14][O:15][C:16]3[CH:17]=[CH:18][C:19]([NH:20][C:44]([C:39]4[C:38]([C:35]5[CH:36]=[CH:37][C:32]([C:31]([F:30])([F:47])[F:48])=[CH:33][CH:34]=5)=[CH:43][CH:42]=[CH:41][CH:40]=4)=[O:45])=[CH:21][CH:22]=3)[N:9]=2)[C:2]([CH3:1])=[CH:6][CH:5]=1. The catalyst class is: 4.